Regression. Given a peptide amino acid sequence and an MHC pseudo amino acid sequence, predict their binding affinity value. This is MHC class I binding data. From a dataset of Peptide-MHC class I binding affinity with 185,985 pairs from IEDB/IMGT. (1) The peptide sequence is DALDNLAVL. The MHC is H-2-Db with pseudo-sequence H-2-Db. The binding affinity (normalized) is 0.392. (2) The binding affinity (normalized) is 0.213. The peptide sequence is TVMDIISRK. The MHC is HLA-B15:42 with pseudo-sequence HLA-B15:42. (3) The peptide sequence is ASFKAGKLR. The MHC is HLA-B48:01 with pseudo-sequence HLA-B48:01. The binding affinity (normalized) is 0.0847.